Task: Predict the product of the given reaction.. Dataset: Forward reaction prediction with 1.9M reactions from USPTO patents (1976-2016) (1) The product is: [Br:1][C:2]1[CH:8]=[CH:7][C:5]([NH:6][S:20]([C:17]2[S:16][C:15]3[CH:24]=[CH:25][C:12]([F:11])=[CH:13][C:14]=3[C:18]=2[CH3:19])(=[O:22])=[O:21])=[C:4]([CH2:9][CH3:10])[CH:3]=1. Given the reactants [Br:1][C:2]1[CH:8]=[CH:7][C:5]([NH2:6])=[C:4]([CH2:9][CH3:10])[CH:3]=1.[F:11][C:12]1[CH:25]=[CH:24][C:15]2[S:16][C:17]([S:20](Cl)(=[O:22])=[O:21])=[C:18]([CH3:19])[C:14]=2[CH:13]=1, predict the reaction product. (2) Given the reactants [F:1][C:2]([F:18])([F:17])[C:3]1[O:7][N:6]=[C:5]([C:8]2[S:12][C:11]([C:13]([OH:15])=O)=[CH:10][CH:9]=2)[C:4]=1[CH3:16].[CH3:19][NH:20][C:21]([C@@H:23]1[CH2:28][CH2:27][CH2:26][NH:25][CH2:24]1)=[O:22].C1COCC1, predict the reaction product. The product is: [CH3:19][NH:20][C:21]([C@@H:23]1[CH2:28][CH2:27][CH2:26][N:25]([C:13]([C:11]2[S:12][C:8]([C:5]3[C:4]([CH3:16])=[C:3]([C:2]([F:1])([F:18])[F:17])[O:7][N:6]=3)=[CH:9][CH:10]=2)=[O:15])[CH2:24]1)=[O:22]. (3) Given the reactants [CH2:1]([O:8][C:9]1[CH:10]=[C:11]([C:16]2[N:21]=[C:20]([C:22]([O:24][CH3:25])=[O:23])[CH:19]=[CH:18][C:17]=2[NH:26][N:27]=[C:28]([C:35]2C=CC=CC=2)[C:29]2C=CC=[CH:31][CH:30]=2)[CH:12]=[CH:13][C:14]=1[Cl:15])[C:2]1[CH:7]=[CH:6][CH:5]=[CH:4][CH:3]=1.[CH3:41]C(=O)CC(=O)C.C1(C)C=CC(S(O)(=O)=O)=CC=1, predict the reaction product. The product is: [CH2:1]([O:8][C:9]1[CH:10]=[C:11]([C:16]2[N:21]=[C:20]([C:22]([O:24][CH2:25][CH3:41])=[O:23])[CH:19]=[CH:18][C:17]=2[N:26]2[C:30]([CH3:31])=[CH:29][C:28]([CH3:35])=[N:27]2)[CH:12]=[CH:13][C:14]=1[Cl:15])[C:2]1[CH:3]=[CH:4][CH:5]=[CH:6][CH:7]=1. (4) Given the reactants [CH2:1]([C:7]1([C:13]([O:15][CH2:16][CH3:17])=[O:14])[CH2:11][CH2:10][CH2:9][CH:8]1[OH:12])[CH2:2][CH2:3][CH2:4][CH2:5][CH3:6].N1C=CC=CC=1.[CH3:24][C:25]1[CH:26]=[C:27]([CH:31]=[CH:32][CH:33]=1)[C:28](Cl)=[O:29], predict the reaction product. The product is: [CH2:1]([C:7]1([C:13]([O:15][CH2:16][CH3:17])=[O:14])[CH2:11][CH2:10][CH2:9][CH:8]1[O:12][C:28](=[O:29])[C:27]1[CH:31]=[CH:32][CH:33]=[C:25]([CH3:24])[CH:26]=1)[CH2:2][CH2:3][CH2:4][CH2:5][CH3:6]. (5) Given the reactants [C:1]([C:5]1[CH:19]=[CH:18][C:17]([CH3:20])=[CH:16][C:6]=1[O:7][C:8]1[CH:13]=[CH:12][C:11]([O:14]C)=[CH:10][CH:9]=1)([CH3:4])([CH3:3])[CH3:2].Cl.[NH+]1C=CC=CC=1, predict the reaction product. The product is: [C:1]([C:5]1[CH:19]=[CH:18][C:17]([CH3:20])=[CH:16][C:6]=1[O:7][C:8]1[CH:13]=[CH:12][C:11]([OH:14])=[CH:10][CH:9]=1)([CH3:4])([CH3:3])[CH3:2]. (6) Given the reactants [CH3:1][C:2]1[CH:7]=[CH:6][N:5]2[C:8]([C:11]([O:13]CC)=[O:12])=[CH:9][N:10]=[C:4]2[CH:3]=1.[Li+].[OH-], predict the reaction product. The product is: [CH3:1][C:2]1[CH:7]=[CH:6][N:5]2[C:8]([C:11]([OH:13])=[O:12])=[CH:9][N:10]=[C:4]2[CH:3]=1. (7) The product is: [OH:17][C:18]1([C:2]2[CH:7]=[CH:6][CH:5]=[C:4]([O:8][CH3:9])[CH:3]=2)[CH2:19][CH:20]2[CH2:24][N:23]([C:25]([O:27][CH2:28][C:29]3[CH:34]=[CH:33][CH:32]=[CH:31][CH:30]=3)=[O:26])[CH2:22][CH:21]2[CH2:35]1. Given the reactants Br[C:2]1[CH:7]=[CH:6][CH:5]=[C:4]([O:8][CH3:9])[CH:3]=1.[Li]C(C)(C)C.N#N.[O:17]=[C:18]1[CH2:35][CH:21]2[CH2:22][N:23]([C:25]([O:27][CH2:28][C:29]3[CH:34]=[CH:33][CH:32]=[CH:31][CH:30]=3)=[O:26])[CH2:24][CH:20]2[CH2:19]1, predict the reaction product. (8) Given the reactants Cl[CH2:2][CH2:3][CH2:4][O:5][C:6]1[CH:11]=[CH:10][C:9]([C:12]2[CH:17]=[CH:16][C:15]([C:18]([N:20]([CH2:23][CH3:24])[CH2:21][CH3:22])=[O:19])=[CH:14][CH:13]=2)=[CH:8][CH:7]=1.Cl.[CH3:26][C@@H:27]1[CH2:31][CH2:30][C@@H:29]([CH3:32])[NH:28]1, predict the reaction product. The product is: [CH3:26][C@@H:27]1[CH2:31][CH2:30][C@@H:29]([CH3:32])[N:28]1[CH2:2][CH2:3][CH2:4][O:5][C:6]1[CH:11]=[CH:10][C:9]([C:12]2[CH:17]=[CH:16][C:15]([C:18]([N:20]([CH2:23][CH3:24])[CH2:21][CH3:22])=[O:19])=[CH:14][CH:13]=2)=[CH:8][CH:7]=1.